Dataset: Forward reaction prediction with 1.9M reactions from USPTO patents (1976-2016). Task: Predict the product of the given reaction. (1) Given the reactants Cl.[Cl:2][C:3]1[CH:4]=[C:5]([CH2:8][O:9][CH:10]2[CH2:13][NH:12][CH2:11]2)[S:6][CH:7]=1.CCN=C=NCCCN(C)C.C1C=CC2N(O)N=NC=2C=1.C(N(C(C)C)CC)(C)C.Cl.[O:45]=[C:46]1[NH:55][C:54]2[N:53]=[CH:52][C:51](/[CH:56]=[CH:57]/[C:58](O)=[O:59])=[CH:50][C:49]=2[CH2:48][CH2:47]1, predict the reaction product. The product is: [Cl:2][C:3]1[CH:4]=[C:5]([CH2:8][O:9][CH:10]2[CH2:11][N:12]([C:58](=[O:59])/[CH:57]=[CH:56]/[C:51]3[CH:50]=[C:49]4[C:54](=[N:53][CH:52]=3)[NH:55][C:46](=[O:45])[CH2:47][CH2:48]4)[CH2:13]2)[S:6][CH:7]=1. (2) Given the reactants [NH2:1][C:2]1[CH:11]=[CH:10][C:5]([C:6]([O:8][CH3:9])=[O:7])=[CH:4][C:3]=1[OH:12].[C:13](N1C=CN=C1)(N1C=CN=C1)=[O:14].[CH2:25]1COCC1, predict the reaction product. The product is: [O:14]=[C:13]1[NH:1][C:2]2[CH:11]=[CH:10][C:5]([C:6]([O:8][CH2:9][CH3:25])=[O:7])=[CH:4][C:3]=2[O:12]1. (3) Given the reactants [CH3:1][C:2]1[C:11](=[O:12])[C:10]2[C:5](=[CH:6][CH:7]=[CH:8][CH:9]=2)[O:4][C:3]=1[S:13][CH3:14].C1C=C(Cl)C=C(C(OO)=[O:23])C=1, predict the reaction product. The product is: [CH3:14][S:13]([C:3]1[O:4][C:5]2[C:10]([C:11](=[O:12])[C:2]=1[CH3:1])=[CH:9][CH:8]=[CH:7][CH:6]=2)=[O:23].